Dataset: Forward reaction prediction with 1.9M reactions from USPTO patents (1976-2016). Task: Predict the product of the given reaction. Given the reactants CC(OC1C=CC=C([N+]([O-])=O)C=1)(C(OCC)=O)C(OCC)=O.CO[C:25]1[CH:26]=[C:27]([CH:32]=[CH:33][C:34]=1[CH2:35][N:36]1[CH:44]=[C:43]2[C:38]([CH:39]=[C:40]([N+:45]([O-])=O)[CH:41]=[CH:42]2)=[N:37]1)[C:28]([O:30][CH3:31])=[O:29], predict the reaction product. The product is: [NH2:45][C:40]1[CH:41]=[CH:42][C:43]2[C:38]([CH:39]=1)=[N:37][N:36]([CH2:35][C:34]1[CH:33]=[CH:32][C:27]([C:28]([O:30][CH3:31])=[O:29])=[CH:26][CH:25]=1)[CH:44]=2.